From a dataset of Catalyst prediction with 721,799 reactions and 888 catalyst types from USPTO. Predict which catalyst facilitates the given reaction. Reactant: Cl[C:2]1[N:3]=[CH:4][S:5][C:6]=1[CH:7]=[O:8].[Na+].[C:10]1([S:16]([O-:18])=[O:17])[CH:15]=[CH:14][CH:13]=[CH:12][CH:11]=1. Product: [C:10]1([S:16]([C:2]2[N:3]=[CH:4][S:5][C:6]=2[CH:7]=[O:8])(=[O:18])=[O:17])[CH:15]=[CH:14][CH:13]=[CH:12][CH:11]=1. The catalyst class is: 16.